From a dataset of Peptide-MHC class II binding affinity with 134,281 pairs from IEDB. Regression. Given a peptide amino acid sequence and an MHC pseudo amino acid sequence, predict their binding affinity value. This is MHC class II binding data. (1) The peptide sequence is IYEPEDLGNCLNKSD. The MHC is DRB1_0405 with pseudo-sequence DRB1_0405. The binding affinity (normalized) is 0.172. (2) The peptide sequence is VLAKSPDTTCSEIEE. The MHC is HLA-DQA10501-DQB10301 with pseudo-sequence HLA-DQA10501-DQB10301. The binding affinity (normalized) is 0.398. (3) The binding affinity (normalized) is 0.832. The peptide sequence is LGMNHVLQSIRRNYP. The MHC is DRB1_0401 with pseudo-sequence DRB1_0401. (4) The peptide sequence is GTSDEFPHSNGEIED. The MHC is DRB3_0202 with pseudo-sequence DRB3_0202. The binding affinity (normalized) is 0. (5) The peptide sequence is KVPPGPNITATYGDK. The MHC is DRB1_1101 with pseudo-sequence DRB1_1101. The binding affinity (normalized) is 0.0619. (6) The binding affinity (normalized) is 0.0691. The MHC is HLA-DQA10104-DQB10503 with pseudo-sequence HLA-DQA10104-DQB10503. The peptide sequence is LYKYKVVKIEPLGVAPTKAK. (7) The peptide sequence is AGTNYNKTVASLMNA. The MHC is DRB1_0301 with pseudo-sequence DRB1_0301. The binding affinity (normalized) is 0.